From a dataset of CYP3A4 inhibition data for predicting drug metabolism from PubChem BioAssay. Regression/Classification. Given a drug SMILES string, predict its absorption, distribution, metabolism, or excretion properties. Task type varies by dataset: regression for continuous measurements (e.g., permeability, clearance, half-life) or binary classification for categorical outcomes (e.g., BBB penetration, CYP inhibition). Dataset: cyp3a4_veith. The molecule is O[C@H](CCCN1CCN(c2ncc(F)cn2)CC1)c1ccc(F)cc1. The result is 0 (non-inhibitor).